This data is from Full USPTO retrosynthesis dataset with 1.9M reactions from patents (1976-2016). The task is: Predict the reactants needed to synthesize the given product. (1) Given the product [CH2:12]([O:11][C:9](=[O:10])[NH:8][CH2:7][CH2:6][NH:19][CH2:20][CH2:21][N:22]([C:23]([O:24][C:25]([CH3:28])([CH3:27])[CH3:26])=[O:29])[CH3:30])[C:13]1[CH:18]=[CH:17][CH:16]=[CH:15][CH:14]=1, predict the reactants needed to synthesize it. The reactants are: CS(O[CH2:6][CH2:7][NH:8][C:9]([O:11][CH2:12][C:13]1[CH:18]=[CH:17][CH:16]=[CH:15][CH:14]=1)=[O:10])(=O)=O.[NH2:19][CH2:20][CH2:21][N:22]([CH3:30])[C:23](=[O:29])[O:24][C:25]([CH3:28])([CH3:27])[CH3:26].C(=O)([O-])[O-].[K+].[K+]. (2) Given the product [Cl:1][C:2]1[N:3]=[C:4]([NH:18][NH:19][C:27](=[O:28])[C@H:26]([CH2:25][CH:20]2[CH2:21][CH2:22][CH2:23][CH2:24]2)[CH2:30][N:31]([O:32][CH2:33][C:34]2[CH:35]=[CH:36][CH:37]=[CH:38][CH:39]=2)[CH:40]=[O:41])[C:5]([F:17])=[C:6]([N:8]2[CH2:13][CH:12]3[C:10]([N:14]([CH3:16])[CH3:15])([CH2:11]3)[CH2:9]2)[N:7]=1, predict the reactants needed to synthesize it. The reactants are: [Cl:1][C:2]1[N:7]=[C:6]([N:8]2[CH2:13][CH:12]3[C:10]([N:14]([CH3:16])[CH3:15])([CH2:11]3)[CH2:9]2)[C:5]([F:17])=[C:4]([NH:18][NH2:19])[N:3]=1.[CH:20]1([CH2:25][C@H:26]([CH2:30][N:31]([CH:40]=[O:41])[O:32][CH2:33][C:34]2[CH:39]=[CH:38][CH:37]=[CH:36][CH:35]=2)[C:27](O)=[O:28])[CH2:24][CH2:23][CH2:22][CH2:21]1.CN1CCOCC1.ON1C2N=CC=CC=2N=N1.C(Cl)CCl. (3) Given the product [CH3:1][CH2:2][C@@H:3]1[NH:46][C:44](=[O:45])[C@H:43]([C@H:47]([OH:54])[C@@H:48]([CH2:50]/[CH:51]=[CH:52]/[CH3:53])[CH3:49])[N:42]([CH3:55])[C:40](=[O:41])[C@H:39]([CH:56]([CH3:57])[CH3:58])[N:38]([CH3:59])[C:36](=[O:37])[C@H:35]([CH2:60][CH:61]([CH3:62])[CH3:63])[N:34]([CH3:64])[C:32](=[O:33])[C@H:31]([CH2:65][CH:66]([CH3:68])[CH3:67])[N:30]([CH3:69])[C:28](=[O:29])[C@@H:27]([CH3:70])[NH:26][C:24](=[O:25])[C@H:23]([CH3:71])[NH:22][C:20](=[O:21])[C@H:19]([CH2:72][CH:73]([CH3:75])[CH3:74])[N:18]([CH3:76])[C:16](=[O:17])[C@H:15]([CH:77]([CH3:79])[CH3:78])[NH:14][C:12](=[O:13])[C@H:11]([CH2:80][CH:81]([CH3:83])[CH3:82])[N:10]([CH3:84])[C:8](=[O:9])[CH2:7][N:6]([CH3:85])[C:4]1=[O:5].[C:86]([O-:89])(=[O:88])[CH3:87], predict the reactants needed to synthesize it. The reactants are: [CH3:1][CH2:2][C@@H:3]1[NH:46][C:44](=[O:45])[C@H:43]([C@H:47]([OH:54])[C@@H:48]([CH2:50]/[CH:51]=[CH:52]/[CH3:53])[CH3:49])[N:42]([CH3:55])[C:40](=[O:41])[C@H:39]([CH:56]([CH3:58])[CH3:57])[N:38]([CH3:59])[C:36](=[O:37])[C@H:35]([CH2:60][CH:61]([CH3:63])[CH3:62])[N:34]([CH3:64])[C:32](=[O:33])[C@H:31]([CH2:65][CH:66]([CH3:68])[CH3:67])[N:30]([CH3:69])[C:28](=[O:29])[C@@H:27]([CH3:70])[NH:26][C:24](=[O:25])[C@H:23]([CH3:71])[NH:22][C:20](=[O:21])[C@H:19]([CH2:72][CH:73]([CH3:75])[CH3:74])[N:18]([CH3:76])[C:16](=[O:17])[C@H:15]([CH:77]([CH3:79])[CH3:78])[NH:14][C:12](=[O:13])[C@H:11]([CH2:80][CH:81]([CH3:83])[CH3:82])[N:10]([CH3:84])[C:8](=[O:9])[CH2:7][N:6]([CH3:85])[C:4]1=[O:5].[C:86]([O:89]C(=O)C)(=[O:88])[CH3:87]. (4) Given the product [N:19]1([NH:26][C:12](=[O:14])[C:11]2[CH:15]=[CH:16][N:17]=[CH:18][C:10]=2[NH:9][C:3]2[CH:4]=[CH:5][C:6]([I:8])=[CH:7][C:2]=2[F:1])[CH2:25][CH2:24][CH2:23][CH2:22][CH2:21][CH2:20]1, predict the reactants needed to synthesize it. The reactants are: [F:1][C:2]1[CH:7]=[C:6]([I:8])[CH:5]=[CH:4][C:3]=1[NH:9][C:10]1[CH:18]=[N:17][CH:16]=[CH:15][C:11]=1[C:12]([OH:14])=O.[N:19]1([NH2:26])[CH2:25][CH2:24][CH2:23][CH2:22][CH2:21][CH2:20]1. (5) Given the product [NH2:8][C:7]1[CH:1]=[CH:2][N:3]([C@@H:9]2[O:13][C@H:12]3[C@@H:11]([O:16][Si:20]([CH:30]([CH3:32])[CH3:31])([CH:33]([CH3:35])[CH3:34])[O:21][Si:22]([CH:26]([CH3:28])[CH3:27])([CH:23]([CH3:24])[CH3:25])[O:15][CH2:14]3)[C:10]2([F:17])[F:18])[C:4](=[O:5])[N:6]=1, predict the reactants needed to synthesize it. The reactants are: [CH:1]1[C:7]([NH2:8])=[N:6][C:4](=[O:5])[N:3]([C@@H:9]2[O:13][C@H:12]([CH2:14][OH:15])[C@@H:11]([OH:16])[C:10]2([F:18])[F:17])[CH:2]=1.Cl[Si:20]([CH:33]([CH3:35])[CH3:34])([CH:30]([CH3:32])[CH3:31])[O:21][Si:22](Cl)([CH:26]([CH3:28])[CH3:27])[CH:23]([CH3:25])[CH3:24]. (6) Given the product [F:1][C:2]1[CH:27]=[CH:26][CH:25]=[C:24]([F:28])[C:3]=1[C:4]([NH:6][C:7]1[S:8][C:9]([C:14]2[CH:19]=[CH:18][CH:17]=[C:16]([C:20]([F:23])([F:22])[F:21])[CH:15]=2)=[C:10]([C:12]2[N:30]([CH3:29])[CH:41]=[N:42][CH:43]=2)[N:11]=1)=[O:5], predict the reactants needed to synthesize it. The reactants are: [F:1][C:2]1[CH:27]=[CH:26][CH:25]=[C:24]([F:28])[C:3]=1[C:4]([NH:6][C:7]1[S:8][C:9]([C:14]2[CH:19]=[CH:18][CH:17]=[C:16]([C:20]([F:23])([F:22])[F:21])[CH:15]=2)=[C:10]([CH:12]=O)[N:11]=1)=[O:5].[CH3:29][NH2:30].S([CH2:41][N+:42]#[C-:43])(C1C=CC(C)=CC=1)(=O)=O.C([O-])([O-])=O.[K+].[K+]. (7) The reactants are: [S:1]1[C:5]2[CH:6]=[CH:7][CH:8]=[CH:9][C:4]=2[CH:3]=[C:2]1[C@:10]1([C:30]([F:33])([F:32])[F:31])[C:20]#[C:19][CH2:18][S:17][CH2:16][C@@H:15]([C:21]([NH2:23])=O)[NH:14][C:13](=[O:24])[C@H:12]([CH2:25][C:26]([F:29])([CH3:28])[CH3:27])[NH:11]1.SBr.FC(F)(F)C(OC(=O)C(F)(F)F)=O.C(=O)(O)[O-].[Na+]. Given the product [S:1]1[C:5]2[CH:6]=[CH:7][CH:8]=[CH:9][C:4]=2[CH:3]=[C:2]1[C@:10]1([C:30]([F:31])([F:33])[F:32])[C:20]#[C:19][CH2:18][S:17][CH2:16][C@@H:15]([C:21]#[N:23])[NH:14][C:13](=[O:24])[C@H:12]([CH2:25][C:26]([F:29])([CH3:27])[CH3:28])[NH:11]1, predict the reactants needed to synthesize it. (8) Given the product [F:35][C:3]([F:2])([F:34])[C:4]1[CH:5]=[C:6]([C@H:14]([O:16][C@H:17]2[CH2:22][CH2:21][N:20]([C:23](=[O:27])[CH2:24][CH2:25][NH:26][C:39](=[O:40])[N:38]([CH3:42])[CH3:37])[CH2:19][C@H:18]2[C:28]2[CH:29]=[CH:30][CH:31]=[CH:32][CH:33]=2)[CH3:15])[CH:7]=[C:8]([C:10]([F:11])([F:12])[F:13])[CH:9]=1, predict the reactants needed to synthesize it. The reactants are: Cl.[F:2][C:3]([F:35])([F:34])[C:4]1[CH:5]=[C:6]([C@H:14]([O:16][C@H:17]2[CH2:22][CH2:21][N:20]([C:23](=[O:27])[CH2:24][CH2:25][NH2:26])[CH2:19][C@H:18]2[C:28]2[CH:33]=[CH:32][CH:31]=[CH:30][CH:29]=2)[CH3:15])[CH:7]=[C:8]([C:10]([F:13])([F:12])[F:11])[CH:9]=1.[Cl-].[CH3:37][N:38]([CH3:42])[C:39](=O)[O-:40].